From a dataset of CYP2C9 inhibition data for predicting drug metabolism from PubChem BioAssay. Regression/Classification. Given a drug SMILES string, predict its absorption, distribution, metabolism, or excretion properties. Task type varies by dataset: regression for continuous measurements (e.g., permeability, clearance, half-life) or binary classification for categorical outcomes (e.g., BBB penetration, CYP inhibition). Dataset: cyp2c9_veith. The compound is Nc1ncnc2c1ncn2[C@@H]1O[C@H]2COP(=O)(O)O[C@@H]2[C@@H]1O. The result is 0 (non-inhibitor).